Predict the product of the given reaction. From a dataset of Forward reaction prediction with 1.9M reactions from USPTO patents (1976-2016). (1) The product is: [CH2:1]([C:3]1[CH:15]=[CH:14][C:6]2[C:7](=[O:13])[CH2:8][CH2:9][C:10](=[O:12])[NH:11][C:5]=2[CH:4]=1)[CH3:2]. Given the reactants [CH:1]([C:3]1[CH:15]=[CH:14][C:6]2[C:7](=[O:13])[CH2:8][CH2:9][C:10](=[O:12])[NH:11][C:5]=2[CH:4]=1)=[CH2:2], predict the reaction product. (2) Given the reactants Br[C:2]1[CH:3]=[C:4]2[O:10][C:9]([NH:11][C:12]([O:14][C:15]([CH3:18])([CH3:17])[CH3:16])=[O:13])=[C:8]([C:19]([O:21][CH2:22][CH3:23])=[O:20])[C:5]2=[N:6][CH:7]=1.[O:24]1[CH2:28][CH2:27][C:26](B2OC(C)(C)C(C)(C)O2)=[CH:25]1.C(=O)([O-])[O-].[K+].[K+], predict the reaction product. The product is: [C:15]([O:14][C:12]([NH:11][C:9]1[O:10][C:4]2[C:5](=[N:6][CH:7]=[C:2]([C:26]3[CH2:27][CH2:28][O:24][CH:25]=3)[CH:3]=2)[C:8]=1[C:19]([O:21][CH2:22][CH3:23])=[O:20])=[O:13])([CH3:18])([CH3:17])[CH3:16]. (3) Given the reactants [CH2:1]([O:3][C:4](=[O:26])[CH2:5][C:6]1[CH:7]=[N:8][CH:9]=[C:10]([C:12]2[CH:17]=[CH:16][C:15]([C:18]([F:21])([F:20])[F:19])=[CH:14][C:13]=2[CH2:22][NH:23][CH2:24][CH3:25])[CH:11]=1)[CH3:2].[CH3:27][O:28][CH2:29][C:30]([OH:32])=O, predict the reaction product. The product is: [CH2:1]([O:3][C:4](=[O:26])[CH2:5][C:6]1[CH:7]=[N:8][CH:9]=[C:10]([C:12]2[CH:17]=[CH:16][C:15]([C:18]([F:20])([F:19])[F:21])=[CH:14][C:13]=2[CH2:22][N:23]([CH2:24][CH3:25])[C:30](=[O:32])[CH2:29][O:28][CH3:27])[CH:11]=1)[CH3:2].